This data is from Catalyst prediction with 721,799 reactions and 888 catalyst types from USPTO. The task is: Predict which catalyst facilitates the given reaction. (1) Reactant: Cl[C:2]1[CH:3]=[CH:4][C:5]2[N:6]=[CH:7][N:8]3[C:16]4[CH:15]=[CH:14][CH:13]=[C:12]([F:17])[C:11]=4[CH:10]=[C:9]3[C:18]=2[N:19]=1.[F:20][C:21]1[CH:26]=[CH:25][C:24]([C:27]2[O:42][C:30]3=[N:31][C:32]([N:36]([CH3:41])[S:37]([CH3:40])(=[O:39])=[O:38])=[C:33](I)[CH:34]=[C:29]3[C:28]=2[C:43]([NH2:45])=[O:44])=[CH:23][CH:22]=1.B1(B2OC(C)(C)C(C)(C)O2)OC(C)(C)[C:48](C)(C)O1.CC([O-])=O.[K+].C(=O)([O-])[O-].[Na+].[Na+].CC(C1C=C(C(C)C)C(C2C=CC=CC=2P(C2CCCCC2)C2CCCCC2)=C(C(C)C)C=1)C. Product: [F:20][C:21]1[CH:26]=[CH:25][C:24]([C:27]2[O:42][C:30]3=[N:31][C:32]([N:36]([CH3:41])[S:37]([CH3:40])(=[O:39])=[O:38])=[C:33]([C:2]4[CH:3]=[CH:4][C:5]5[N:6]=[CH:7][N:8]6[C:16]7[CH:15]=[CH:14][CH:13]=[C:12]([F:17])[C:11]=7[CH:10]=[C:9]6[C:18]=5[N:19]=4)[CH:34]=[C:29]3[C:28]=2[C:43]([NH:45][CH3:48])=[O:44])=[CH:23][CH:22]=1. The catalyst class is: 333. (2) The catalyst class is: 9. Product: [Br:1][C:2]1[C:9]([O:10][CH2:18][CH3:19])=[C:8]([O:11][CH2:15][CH3:16])[C:7]([N+:12]([O-:14])=[O:13])=[CH:6][C:3]=1[CH:4]=[O:5]. Reactant: [Br:1][C:2]1[C:9]([OH:10])=[C:8]([OH:11])[C:7]([N+:12]([O-:14])=[O:13])=[CH:6][C:3]=1[CH:4]=[O:5].[CH2:15](Br)[CH3:16].[CH:18](N(CC)C(C)C)(C)[CH3:19].O.